Dataset: Reaction yield outcomes from USPTO patents with 853,638 reactions. Task: Predict the reaction yield, written as a fraction of the theoretical maximum amount of product (1.0 means a 100% yield; for example, 0.34 means a 34% yield). The reactants are Cl[C:2]([O:4][CH2:5][C:6]([Cl:9])([Cl:8])[Cl:7])=[O:3].[NH2:10][C:11]1[N:15]([CH2:16][CH2:17][OH:18])[N:14]=[C:13]([C:19]([CH3:22])([CH3:21])[CH3:20])[CH:12]=1.[OH-].[Na+]. The catalyst is CCOC(C)=O. The product is [Cl:7][C:6]([Cl:9])([Cl:8])[CH2:5][O:4][C:2](=[O:3])[NH:10][C:11]1[N:15]([CH2:16][CH2:17][OH:18])[N:14]=[C:13]([C:19]([CH3:22])([CH3:20])[CH3:21])[CH:12]=1. The yield is 0.180.